This data is from Full USPTO retrosynthesis dataset with 1.9M reactions from patents (1976-2016). The task is: Predict the reactants needed to synthesize the given product. (1) Given the product [F:15][C:16]1[CH:17]=[CH:20][CH:21]=[CH:22][C:24]=1[NH:25][C:27]1[CH:4]=[CH:5][CH:6]=[CH:7][C:8]=1[C:3]#[N:2], predict the reactants needed to synthesize it. The reactants are: F[NH:2][C:3]1[CH:8]=[CH:7][CH:6]=[CH:5][CH:4]=1.CC(C)([O-])C.[K+].[F:15][C:16]1C=[CH:22][CH:21]=[CH:20][C:17]=1C#N.[CH3:24][N:25]([CH:27]=O)C. (2) Given the product [O:7]=[C:5]([CH3:6])[CH:4]([P:9](=[O:16])([O:13][CH2:14][CH3:15])[O:10][CH2:11][CH3:12])[CH3:8].[P:9]([O:16][CH2:17][CH3:18])([O:13][CH2:14][CH3:15])[O:10][CH2:11][CH3:12], predict the reactants needed to synthesize it. The reactants are: [I-].[Na+].Cl[CH:4]([CH3:8])[C:5](=[O:7])[CH3:6].[P:9]([O:16][CH2:17][CH3:18])([O:13][CH2:14][CH3:15])[O:10][CH2:11][CH3:12]. (3) Given the product [Cl:14][C:1]1[C:10]2[C:5](=[CH:6][CH:7]=[CH:8][CH:9]=2)[CH:4]=[CH:3][N:2]=1, predict the reactants needed to synthesize it. The reactants are: [CH:1]1[C:10]2[C:5](=[CH:6][CH:7]=[CH:8][CH:9]=2)[CH:4]=[CH:3][N+:2]=1[O-].P(Cl)(Cl)([Cl:14])=O.